From a dataset of Catalyst prediction with 721,799 reactions and 888 catalyst types from USPTO. Predict which catalyst facilitates the given reaction. (1) Reactant: [Cl:1][C:2]1[C:3]2[N:4]([C:8]([C:11]3([OH:24])[CH2:16][CH2:15][CH2:14][N:13]([C:17]([O:19][C:20]([CH3:23])([CH3:22])[CH3:21])=[O:18])[CH2:12]3)=[N:9][CH:10]=2)[CH:5]=[CH:6][N:7]=1.[Br:25]N1C(=O)CCC1=O. Product: [Br:25][C:10]1[N:9]=[C:8]([C:11]2([OH:24])[CH2:16][CH2:15][CH2:14][N:13]([C:17]([O:19][C:20]([CH3:21])([CH3:23])[CH3:22])=[O:18])[CH2:12]2)[N:4]2[CH:5]=[CH:6][N:7]=[C:2]([Cl:1])[C:3]=12. The catalyst class is: 9. (2) Reactant: [CH3:1][C:2]1[N:3]=[C:4]([C:7]2([N:13]([C:17]3[CH:22]=[CH:21][CH:20]=[CH:19][CH:18]=3)[C:14](=[O:16])[CH3:15])[CH2:12][CH2:11][NH:10][CH2:9][CH2:8]2)[S:5][CH:6]=1.[N:23]1[CH:28]=[CH:27][C:26]([CH:29]=O)=[CH:25][CH:24]=1.C(O[BH-](OC(=O)C)OC(=O)C)(=O)C.[Na+].C(OCC)(=O)C. Product: [CH3:1][C:2]1[N:3]=[C:4]([C:7]2([N:13]([C:17]3[CH:18]=[CH:19][CH:20]=[CH:21][CH:22]=3)[C:14](=[O:16])[CH3:15])[CH2:12][CH2:11][N:10]([CH2:29][C:26]3[CH:27]=[CH:28][N:23]=[CH:24][CH:25]=3)[CH2:9][CH2:8]2)[S:5][CH:6]=1. The catalyst class is: 845. (3) The catalyst class is: 7. Product: [CH3:1][N:2]1[CH2:7][CH2:6][N:5]([C:8]([O:10][C@@H:11]2[N:20]([C:21]3[CH:22]=[CH:23][C:24]([Cl:27])=[CH:25][N:26]=3)[C:18](=[O:19])[C:13]3[N:14]=[CH:15][CH:16]=[N:17][C:12]2=3)=[O:9])[CH2:4][CH2:3]1.[S:34]([C:28]1[CH:33]=[CH:32][CH:31]=[CH:30][CH:29]=1)([O-:37])(=[O:36])=[O:35]. Reactant: [CH3:1][N:2]1[CH2:7][CH2:6][N:5]([C:8]([O:10][C@@H:11]2[N:20]([C:21]3[CH:22]=[CH:23][C:24]([Cl:27])=[CH:25][N:26]=3)[C:18](=[O:19])[C:13]3[N:14]=[CH:15][CH:16]=[N:17][C:12]2=3)=[O:9])[CH2:4][CH2:3]1.[C:28]1([S:34]([OH:37])(=[O:36])=[O:35])[CH:33]=[CH:32][CH:31]=[CH:30][CH:29]=1.CN1CCN(C(OC2N(C3C=CC(Cl)=CN=3)C(=O)C3N=CC=NC2=3)=O)CC1. (4) Reactant: [NH2:1][C:2]1[N:3]([CH3:22])[C:4](=[O:21])[C:5]([C:14]2[CH:19]=[CH:18][CH:17]=[C:16](Br)[CH:15]=2)([C:7]2[CH:12]=[CH:11][N:10]=[C:9]([Cl:13])[CH:8]=2)[N:6]=1.[CH3:23][S:24]([O:27][C:28]1[CH:33]=[C:32](B2OC(C)(C)C(C)(C)O2)[CH:31]=[C:30]([Cl:43])[CH:29]=1)(=[O:26])=[O:25].C(=O)([O-])[O-].[K+].[K+].O. Product: [ClH:13].[CH3:23][S:24]([O:27][C:28]1[CH:33]=[C:32]([C:16]2[CH:17]=[CH:18][CH:19]=[C:14]([C:5]3([C:7]4[CH:12]=[CH:11][N:10]=[C:9]([Cl:13])[CH:8]=4)[C:4](=[O:21])[N:3]([CH3:22])[C:2]([NH2:1])=[N:6]3)[CH:15]=2)[CH:31]=[C:30]([Cl:43])[CH:29]=1)(=[O:25])=[O:26]. The catalyst class is: 7. (5) Reactant: [Cl:1][C:2]1[CH:18]=[CH:17][C:16]([CH2:19][NH:20][C@@H:21]([C:23]2[CH:28]=[CH:27][CH:26]=[C:25]([Cl:29])[CH:24]=2)[CH3:22])=[CH:15][C:3]=1[O:4][CH2:5][C:6]1[O:7][CH:8]=[C:9]([C:11]([O:13]C)=[O:12])[N:10]=1.C[Si](C)(C)[O-].[K+]. Product: [Cl:1][C:2]1[CH:18]=[CH:17][C:16]([CH2:19][NH:20][C@@H:21]([C:23]2[CH:28]=[CH:27][CH:26]=[C:25]([Cl:29])[CH:24]=2)[CH3:22])=[CH:15][C:3]=1[O:4][CH2:5][C:6]1[O:7][CH:8]=[C:9]([C:11]([OH:13])=[O:12])[N:10]=1. The catalyst class is: 1. (6) Reactant: [Cl:1][C:2]1[CH:7]=[C:6]2[NH:8][C:9](=[O:39])[C:10]3([CH:15]([C:16]4[CH:21]=[C:20]([Cl:22])[CH:19]=[CH:18][C:17]=4[O:23][C:24]([C:27]([OH:29])=[O:28])([CH3:26])[CH3:25])[CH2:14][C:13](=[O:30])[NH:12][CH:11]3[C:31]3[CH:36]=[C:35]([F:37])[CH:34]=[CH:33][C:32]=3[CH3:38])[C:5]2=[CH:4][CH:3]=1.[CH3:40]CN=C=NCCCN(C)C.Cl.C1C=CC2N(O)N=NC=2C=1.CCN(C(C)C)C(C)C.CO. Product: [Cl:1][C:2]1[CH:7]=[C:6]2[NH:8][C:9](=[O:39])[C:10]3([CH:15]([C:16]4[CH:21]=[C:20]([Cl:22])[CH:19]=[CH:18][C:17]=4[O:23][C:24]([C:27]([O:29][CH3:40])=[O:28])([CH3:25])[CH3:26])[CH2:14][C:13](=[O:30])[NH:12][CH:11]3[C:31]3[CH:36]=[C:35]([F:37])[CH:34]=[CH:33][C:32]=3[CH3:38])[C:5]2=[CH:4][CH:3]=1. The catalyst class is: 1. (7) Reactant: [CH2:1]([N:7]([CH3:11])[C:8]([Cl:10])=[O:9])[CH2:2][CH2:3][CH2:4][CH2:5][CH3:6].C(OC([N:19]1[C@@H:24]([C@@H:25]([OH:37])[C@@H:26]([NH2:36])[CH2:27][C:28]2[CH:33]=[C:32]([F:34])[CH:31]=[C:30]([F:35])[CH:29]=2)[CH2:23][O:22][C@@H:21]([O:38][CH2:39][CH:40]2[CH2:45][CH2:44][CH2:43][CH2:42][CH2:41]2)[CH2:20]1)=O)(C)(C)C.N1C=CC=CC=1. Product: [ClH:10].[CH:40]1([CH2:39][O:38][C@H:21]2[CH2:20][NH:19][C@@H:24]([C@@H:25]([OH:37])[C@@H:26]([NH:36][C:8](=[O:9])[N:7]([CH2:1][CH2:2][CH2:3][CH2:4][CH2:5][CH3:6])[CH3:11])[CH2:27][C:28]3[CH:33]=[C:32]([F:34])[CH:31]=[C:30]([F:35])[CH:29]=3)[CH2:23][O:22]2)[CH2:45][CH2:44][CH2:43][CH2:42][CH2:41]1. The catalyst class is: 4. (8) Reactant: [CH2:1]([OH:19])[CH2:2][CH2:3]CCCCCCCCCCCCCCC.C1(CN=C=O)C(CN=C=[O:29])=CC=CC=1.C(C(CO)(CO)CC)O.C1C=C(C[N:50]=[C:51]=[O:52])C=C(CN=C=O)C=1.C([O-])(=O)CCCCCCCCCCC.C([Sn+2]CCCC)CCC.C([O-])(=O)CCCCCCCCCCC.COC1C=CC(O)=CC=1. Product: [C:1]([OH:19])(=[O:29])[CH:2]=[CH2:3].[NH2:50][C:51]([O:19][CH2:1][CH3:2])=[O:52]. The catalyst class is: 11. (9) Reactant: Cl[C:2]1[N:3]=[N:4][CH:5]=[C:6]([N:9]2[CH2:14][CH2:13][N:12]([CH3:15])[CH2:11][CH2:10]2)[C:7]=1[Cl:8].O.[NH2:17][NH2:18]. Product: [Cl:8][C:7]1[C:6]([N:9]2[CH2:14][CH2:13][N:12]([CH3:15])[CH2:11][CH2:10]2)=[CH:5][N:4]=[N:3][C:2]=1[NH:17][NH2:18]. The catalyst class is: 28. (10) Reactant: [C:1]([O:5][C:6]([N:8]1[CH2:13][CH2:12][CH:11]([O:14][C:15]2[CH:24]=[C:23]3[C:18]([CH:19]=[N:20][C:21]([NH:25][C:26]4[CH:31]=[CH:30][CH:29]=[C:28](I)[CH:27]=4)=[N:22]3)=[CH:17][C:16]=2[Br:33])[CH2:10][CH2:9]1)=[O:7])([CH3:4])([CH3:3])[CH3:2].C(=O)([O-])[O-].[Na+].[Na+]. Product: [Br:33][C:16]1[CH:17]=[C:18]2[C:23](=[CH:24][C:15]=1[O:14][CH:11]1[CH2:12][CH2:13][N:8]([C:6]([O:5][C:1]([CH3:4])([CH3:3])[CH3:2])=[O:7])[CH2:9][CH2:10]1)[N:22]=[C:21]([NH:25][C:26]1[CH:31]=[CH:30][CH:29]=[C:28]([C:10]3[CH:9]=[N:8][CH:13]=[CH:12][CH:11]=3)[CH:27]=1)[N:20]=[CH:19]2. The catalyst class is: 438.